This data is from Full USPTO retrosynthesis dataset with 1.9M reactions from patents (1976-2016). The task is: Predict the reactants needed to synthesize the given product. (1) Given the product [CH:8]([C:7]1[C:2]([C:22]2[N:18]([CH3:17])[N:19]=[CH:20][CH:21]=2)=[N:3][CH:4]=[CH:5][C:6]=1[NH:10][C:11](=[O:16])[C:12]([CH3:15])([CH3:14])[CH3:13])=[O:9], predict the reactants needed to synthesize it. The reactants are: Cl[C:2]1[C:7]([CH:8]=[O:9])=[C:6]([NH:10][C:11](=[O:16])[C:12]([CH3:15])([CH3:14])[CH3:13])[CH:5]=[CH:4][N:3]=1.[CH3:17][N:18]1[C:22](B2OC(C)(C)C(C)(C)O2)=[CH:21][CH:20]=[N:19]1.COCCOC.C(=O)([O-])[O-].[Na+].[Na+]. (2) Given the product [CH3:12][O:13][C:14]1[CH:19]=[CH:18][CH:17]=[CH:16][C:15]=1[N:20]1[CH2:25][CH2:24][N:23]([C:9]([C:7]2[O:8][C:4]([N+:1]([O-:3])=[O:2])=[CH:5][CH:6]=2)=[O:10])[CH2:22][CH2:21]1, predict the reactants needed to synthesize it. The reactants are: [N+:1]([C:4]1[O:8][C:7]([C:9](Cl)=[O:10])=[CH:6][CH:5]=1)([O-:3])=[O:2].[CH3:12][O:13][C:14]1[CH:19]=[CH:18][CH:17]=[CH:16][C:15]=1[N:20]1[CH2:25][CH2:24][NH:23][CH2:22][CH2:21]1. (3) Given the product [Br-:8].[CH3:13][O:12][C:11]1[CH:10]=[CH:9][C:6]([CH2:7][P+:20]([C:21]2[CH:22]=[CH:23][CH:24]=[CH:25][CH:26]=2)([C:27]2[CH:32]=[CH:31][CH:30]=[CH:29][CH:28]=2)[C:14]2[CH:15]=[CH:16][CH:17]=[CH:18][CH:19]=2)=[CH:5][C:4]=1[N+:1]([O-:3])=[O:2], predict the reactants needed to synthesize it. The reactants are: [N+:1]([C:4]1[CH:5]=[C:6]([CH:9]=[CH:10][C:11]=1[O:12][CH3:13])[CH2:7][Br:8])([O-:3])=[O:2].[C:14]1([P:20]([C:27]2[CH:32]=[CH:31][CH:30]=[CH:29][CH:28]=2)[C:21]2[CH:26]=[CH:25][CH:24]=[CH:23][CH:22]=2)[CH:19]=[CH:18][CH:17]=[CH:16][CH:15]=1. (4) Given the product [OH:24][C:3]1[CH:4]=[CH:5][C:6]([NH:8][C:9]2[C:18]3[C:13](=[CH:14][CH:15]=[CH:16][C:17]=3[O:19][CH2:20][CH2:21][N:22]([CH3:23])[C:25](=[O:28])[CH3:26])[N:12]=[CH:11][N:10]=2)=[CH:7][C:2]=1[CH3:1], predict the reactants needed to synthesize it. The reactants are: [CH3:1][C:2]1[CH:7]=[C:6]([NH:8][C:9]2[C:18]3[C:13](=[CH:14][CH:15]=[CH:16][C:17]=3[O:19][CH2:20][CH2:21][NH:22][CH3:23])[N:12]=[CH:11][N:10]=2)[CH:5]=[CH:4][C:3]=1[OH:24].[C:25]([OH:28])(=O)[CH3:26]. (5) Given the product [C:17]([O:21][C:22](=[O:31])[NH:23][C@H:24]1[CH2:29][CH2:28][C@@H:27]([NH:33][C:12]([C:11]2[CH:10]=[N:9][C:8]([C:4]3[CH:5]=[CH:6][CH:7]=[C:2]([F:1])[CH:3]=3)=[CH:16][CH:15]=2)=[O:14])[CH2:26][CH2:25]1)([CH3:20])([CH3:19])[CH3:18], predict the reactants needed to synthesize it. The reactants are: [F:1][C:2]1[CH:3]=[C:4]([C:8]2[CH:16]=[CH:15][C:11]([C:12]([OH:14])=O)=[CH:10][N:9]=2)[CH:5]=[CH:6][CH:7]=1.[C:17]([O:21][C:22](=[O:31])[NH:23][C@H:24]1[CH2:29][CH2:28][CH2:27][C@H:26](N)[CH2:25]1)([CH3:20])([CH3:19])[CH3:18].C[N:33](C)C=O.